Dataset: Forward reaction prediction with 1.9M reactions from USPTO patents (1976-2016). Task: Predict the product of the given reaction. (1) Given the reactants [NH:1]1[C:9]2[C:4](=[CH:5][CH:6]=[CH:7][CH:8]=2)[CH2:3][C:2]1=[O:10].[N:11]1[CH:16]=[CH:15][C:14]([C:17]2[CH:25]=[C:24]([CH:26]=O)[CH:23]=[C:22]3[C:18]=2[CH:19]=[N:20][N:21]3COCC[Si](C)(C)C)=[CH:13][CH:12]=1.N1CCCC1, predict the reaction product. The product is: [N:11]1[CH:12]=[CH:13][C:14]([C:17]2[CH:25]=[C:24]([CH:26]=[C:3]3[C:4]4[C:9](=[CH:8][CH:7]=[CH:6][CH:5]=4)[NH:1][C:2]3=[O:10])[CH:23]=[C:22]3[C:18]=2[CH:19]=[N:20][NH:21]3)=[CH:15][CH:16]=1. (2) Given the reactants N1CCCC1.C(OC([O:13][C:14]1[C:26]([C:27]([F:30])([F:29])[F:28])=[CH:25][CH:24]=[C:23]([CH2:31][O:32][C:33]2[CH:38]=[CH:37][C:36]([C:39]3[CH:44]=[CH:43][C:42]([CH2:45][C:46]([O:48][CH3:49])=[O:47])=[CH:41][C:40]=3[C:50]#[N:51])=[CH:35][CH:34]=2)[C:15]=1[C:16]([O:18][C:19]([CH3:22])([CH3:21])[CH3:20])=[O:17])=O)(C)(C)C, predict the reaction product. The product is: [C:50]([C:40]1[CH:41]=[C:42]([CH2:45][C:46]([O:48][CH3:49])=[O:47])[CH:43]=[CH:44][C:39]=1[C:36]1[CH:37]=[CH:38][C:33]([O:32][CH2:31][C:23]2[C:15]([C:16]([O:18][C:19]([CH3:20])([CH3:21])[CH3:22])=[O:17])=[C:14]([OH:13])[C:26]([C:27]([F:28])([F:29])[F:30])=[CH:25][CH:24]=2)=[CH:34][CH:35]=1)#[N:51].